This data is from Orexin1 receptor HTS with 218,158 compounds and 233 confirmed actives. The task is: Binary Classification. Given a drug SMILES string, predict its activity (active/inactive) in a high-throughput screening assay against a specified biological target. The molecule is O1C(CCC1)CNc1c2c(n(c(=O)c1[N+]([O-])=O)C)cccc2. The result is 0 (inactive).